Dataset: Forward reaction prediction with 1.9M reactions from USPTO patents (1976-2016). Task: Predict the product of the given reaction. (1) Given the reactants [CH2:1]([C:6]1[CH:11]=[CH:10][C:9]([CH2:12][CH2:13][N:14]2[C:18]([CH3:19])=[CH:17][CH:16]=[C:15]2[C:20]2[CH:25]=[CH:24][C:23]([OH:26])=[CH:22][CH:21]=2)=[CH:8][CH:7]=1)[CH2:2][CH2:3][CH2:4][CH3:5].O[C@@H:28]([CH2:34][C:35]1[CH:40]=[CH:39][CH:38]=[CH:37][CH:36]=1)[C:29]([O:31][CH2:32][CH3:33])=[O:30].N(C(N1CCCCC1)=O)=NC(N1CCCCC1)=O.C1(P(C2C=CC=CC=2)C2C=CC=CC=2)C=CC=CC=1, predict the reaction product. The product is: [CH2:1]([C:6]1[CH:11]=[CH:10][C:9]([CH2:12][CH2:13][N:14]2[C:18]([CH3:19])=[CH:17][CH:16]=[C:15]2[C:20]2[CH:25]=[CH:24][C:23]([O:26][C@H:28]([CH2:34][C:35]3[CH:36]=[CH:37][CH:38]=[CH:39][CH:40]=3)[C:29]([O:31][CH2:32][CH3:33])=[O:30])=[CH:22][CH:21]=2)=[CH:8][CH:7]=1)[CH2:2][CH2:3][CH2:4][CH3:5]. (2) The product is: [C:5]([O:4][CH:1]([CH2:18][CH2:17][CH2:16][O:15][CH2:8][C:9]1[CH:14]=[CH:13][CH:12]=[CH:11][CH:10]=1)[CH3:2])(=[O:7])[CH3:6]. Given the reactants [C:1]([O:4][C:5](=[O:7])[CH3:6])(=O)[CH3:2].[CH2:8]([O:15][CH2:16][CH2:17][CH2:18]C(O)C)[C:9]1[CH:14]=[CH:13][CH:12]=[CH:11][CH:10]=1.CO, predict the reaction product. (3) Given the reactants [Cl:1][C:2]1[CH:3]=[C:4]([OH:28])[CH:5]=[C:6]([Cl:27])[C:7]=1[CH2:8][C:9]1[CH:14]=[CH:13][C:12]([O:15]COC)=[C:11]([CH2:19][C:20]2[CH:25]=[CH:24][C:23]([F:26])=[CH:22][CH:21]=2)[CH:10]=1.[CH2:29]([O:31][P:32]([CH2:35]OS(C1C=CC(C)=CC=1)(=O)=O)([CH3:34])=[O:33])[CH3:30].C(=O)([O-])[O-].[Cs+].[Cs+], predict the reaction product. The product is: [CH2:29]([O:31][P:32]([CH2:35][O:28][C:4]1[CH:5]=[C:6]([Cl:27])[C:7]([CH2:8][C:9]2[CH:14]=[CH:13][C:12]([OH:15])=[C:11]([CH2:19][C:20]3[CH:21]=[CH:22][C:23]([F:26])=[CH:24][CH:25]=3)[CH:10]=2)=[C:2]([Cl:1])[CH:3]=1)([CH3:34])=[O:33])[CH3:30]. (4) Given the reactants Br[C:2]1[CH:10]=[C:9]([CH3:11])[CH:8]=[C:7]2[C:3]=1[CH:4]=[N:5][N:6]2[CH:12]1[CH2:17][CH2:16][CH2:15][CH2:14][O:13]1.[CH3:18][N:19]1C(=O)CCC1, predict the reaction product. The product is: [CH3:11][C:9]1[CH:10]=[C:2]([C:18]#[N:19])[C:3]2[CH:4]=[N:5][N:6]([CH:12]3[CH2:17][CH2:16][CH2:15][CH2:14][O:13]3)[C:7]=2[CH:8]=1. (5) Given the reactants S(=O)(=O)(O)O.Cl.[Cl:7][C:8]1[CH:13]=[CH:12][C:11]([NH:14]N)=[CH:10][C:9]=1[F:16].[CH3:17][N:18]1[CH2:23][CH2:22][CH2:21][CH2:20][C:19]1=O, predict the reaction product. The product is: [Cl:7][C:8]1[CH:13]=[CH:12][C:11]2[NH:14][C:21]3[CH2:22][CH2:23][N:18]([CH3:17])[CH2:19][C:20]=3[C:10]=2[C:9]=1[F:16]. (6) Given the reactants O=[C:2]([CH3:11])[CH2:3][C:4]([O:6][C:7]([CH3:10])([CH3:9])[CH3:8])=[O:5].Cl.[OH-].[NH4+:14], predict the reaction product. The product is: [NH2:14]/[C:2](/[CH3:11])=[CH:3]\[C:4]([O:6][C:7]([CH3:10])([CH3:9])[CH3:8])=[O:5].